Dataset: Full USPTO retrosynthesis dataset with 1.9M reactions from patents (1976-2016). Task: Predict the reactants needed to synthesize the given product. (1) Given the product [CH2:1]([C:8]1[CH:9]=[C:10]([N:19]([C:32](=[O:39])[CH2:33][C:34]([O:36][CH2:37][CH3:38])=[O:35])[CH2:20][C:21]2[CH:22]=[CH:23][C:24]([S:27]([CH3:30])(=[O:29])=[O:28])=[CH:25][CH:26]=2)[C:11]([C:14]([O:16][CH2:17][CH3:18])=[O:15])=[N:12][CH:13]=1)[C:2]1[CH:3]=[CH:4][CH:5]=[CH:6][CH:7]=1, predict the reactants needed to synthesize it. The reactants are: [CH2:1]([C:8]1[CH:9]=[C:10]([NH:19][CH2:20][C:21]2[CH:26]=[CH:25][C:24]([S:27]([CH3:30])(=[O:29])=[O:28])=[CH:23][CH:22]=2)[C:11]([C:14]([O:16][CH2:17][CH3:18])=[O:15])=[N:12][CH:13]=1)[C:2]1[CH:7]=[CH:6][CH:5]=[CH:4][CH:3]=1.Cl[C:32](=[O:39])[CH2:33][C:34]([O:36][CH2:37][CH3:38])=[O:35]. (2) The reactants are: [Br:1][C:2]1[CH:7]=[CH:6][C:5]([OH:8])=[CH:4][C:3]=1[N:9]([CH2:13][C:14]1[CH:19]=[CH:18][C:17]([O:20][CH2:21][CH2:22][N:23]2[CH2:28][CH2:27][CH2:26][CH2:25][CH2:24]2)=[C:16]([F:29])[CH:15]=1)[C:10](=[O:12])[CH3:11].BrC1C=C[C:34]([O:37]C)=[CH:33]C=1N(CC1C=CC(OCCN2CCCCC2)=C(F)C=1)C(=O)C.C(OC(=O)C)(=O)C.C(=O)(O)[O-].[Na+]. Given the product [C:10]([N:9]([CH2:13][C:14]1[CH:19]=[CH:18][C:17]([O:20][CH2:21][CH2:22][N:23]2[CH2:28][CH2:27][CH2:26][CH2:25][CH2:24]2)=[C:16]([F:29])[CH:15]=1)[C:3]1[CH:4]=[C:5]([O:8][C:34](=[O:37])[CH3:33])[CH:6]=[CH:7][C:2]=1[Br:1])(=[O:12])[CH3:11], predict the reactants needed to synthesize it. (3) Given the product [NH:1]([C:7]([O:9][C:10]([CH3:13])([CH3:12])[CH3:11])=[O:8])[C@H:2]([C:4]([NH:28][C@H:29]([C:31]([NH:33][C@H:34]([C:36]([NH:38][CH2:39][CH2:40][CH2:41][Br:42])=[O:37])[CH3:35])=[O:32])[CH3:30])=[O:6])[CH3:3], predict the reactants needed to synthesize it. The reactants are: [NH:1]([C:7]([O:9][C:10]([CH3:13])([CH3:12])[CH3:11])=[O:8])[C@H:2]([C:4]([OH:6])=O)[CH3:3].CN1CCOCC1.C(O)(C(F)(F)F)=O.[NH2:28][C@H:29]([C:31]([NH:33][C@H:34]([C:36]([NH:38][CH2:39][CH2:40][CH2:41][Br:42])=[O:37])[CH3:35])=[O:32])[CH3:30]. (4) Given the product [CH3:54][O:53][C:26]1[CH:27]=[C:28]2[C:33](=[CH:34][C:25]=1[O:24][CH3:23])[N:32]=[CH:31][CH:30]=[C:29]2[O:35][C:36]1[CH:41]=[CH:40][C:39]([C:9]2[CH:10]=[CH:11][C:6]([NH:5][S:2]([CH3:1])(=[O:4])=[O:3])=[CH:7][CH:8]=2)=[CH:38][C:37]=1[F:52], predict the reactants needed to synthesize it. The reactants are: [CH3:1][S:2]([NH:5][C:6]1[CH:11]=[CH:10][C:9](B(O)O)=[CH:8][CH:7]=1)(=[O:4])=[O:3].O1CCN(CC[CH2:23][O:24][C:25]2[CH:34]=[C:33]3[C:28]([C:29]([O:35][C:36]4[CH:41]=[CH:40][C:39](NC(=O)CC5C=CC=CN=5)=[CH:38][C:37]=4[F:52])=[CH:30][CH:31]=[N:32]3)=[CH:27][C:26]=2[O:53][CH3:54])CC1. (5) Given the product [Cl:1][C:2]1[C:7]([CH3:8])=[CH:6][C:5]([C@H:9]([NH2:12])[CH2:10][CH3:11])=[CH:4][C:3]=1[CH3:19], predict the reactants needed to synthesize it. The reactants are: [Cl:1][C:2]1[C:7]([CH3:8])=[CH:6][C:5]([C@H:9]([NH:12][S@@](C(C)(C)C)=O)[CH2:10][CH3:11])=[CH:4][C:3]=1[CH3:19].Cl. (6) The reactants are: C(OC([N:8]1[CH2:12][CH2:11][CH2:10][CH:9]1[CH2:13][CH2:14][NH:15][C:16]1[C:21](=[O:22])[N:20]([CH2:23][C:24]([O:26][CH2:27][CH3:28])=[O:25])[C:19]([CH3:29])=[CH:18][N:17]=1)=O)(C)(C)C.C(O)(C(F)(F)F)=O. Given the product [CH2:27]([O:26][C:24](=[O:25])[CH2:23][N:20]1[C:19]([CH3:29])=[CH:18][N:17]=[C:16]([NH:15][CH2:14][CH2:13][CH:9]2[CH2:10][CH2:11][CH2:12][NH:8]2)[C:21]1=[O:22])[CH3:28], predict the reactants needed to synthesize it. (7) Given the product [CH3:16][O:15][C:13]([CH:12]1[N:11]([CH2:17][C:18]2[CH:23]=[CH:22][C:21]([O:24][CH3:25])=[CH:20][C:19]=2[O:26][CH3:27])[CH2:10][C:9]2[C:8]([Br:28])=[CH:7][S:6][C:5]=2[C:3]1=[O:2])=[O:14], predict the reactants needed to synthesize it. The reactants are: C[O:2][C:3]([C:5]1[S:6][CH:7]=[C:8]([Br:28])[C:9]=1[CH2:10][N:11]([CH2:17][C:18]1[CH:23]=[CH:22][C:21]([O:24][CH3:25])=[CH:20][C:19]=1[O:26][CH3:27])[CH2:12][C:13]([O:15][CH3:16])=[O:14])=O.CC(C)([O-])C.[K+].